From a dataset of Experimentally validated miRNA-target interactions with 360,000+ pairs, plus equal number of negative samples. Binary Classification. Given a miRNA mature sequence and a target amino acid sequence, predict their likelihood of interaction. (1) The miRNA is hsa-miR-3115 with sequence AUAUGGGUUUACUAGUUGGU. The protein sequence of the target gene is MARPLSDRTPGPLLLGGPAGAPPGGGALLGLRSLLQGNSKPKEPASCLLKEKERKATLPSAPVPGPGLETAGPADAPSGAVSGGGSPRGRSGPVAGPSLFAPLLWERTLPFGDVEYVDLDAFLLEHGLPPSPPPPGGLSPAPSPARTPAPSPGPGSCSSSSPRSSPGHAPARATLGAAGGHRAGLTSRDTPSPVDPDTVEVLMTFEPDPADLALSSIPGHETFDPRRHRFSEEELKPQPIMKKARKVQVPEEQKDEKYWSRRYKNNEAAKRSRDARRLKENQISVRAAFLEKENALLRQE.... Result: 0 (no interaction). (2) Result: 0 (no interaction). The protein sequence of the target gene is MWLSPSLLLLILPGYSIAAKITGPTTVNGSEQGSLTVQCAYGSGWETYLKWRCQGADWNYCNILVKTNGSEQEVKKNRVSIRDNQKNHVFTVTMENLKRDDADSYWCGTERPGIDLGVKVQVTINPGTQTAVSEWTTTTASLAFTAAATQKTSSPLTRSPLKSTHFLFLFLLELPLLLSMLGTVLWVNRPQRRS. The miRNA is hsa-miR-6124 with sequence GGGAAAAGGAAGGGGGAGGA.